From a dataset of Aqueous solubility values for 9,982 compounds from the AqSolDB database. Regression/Classification. Given a drug SMILES string, predict its absorption, distribution, metabolism, or excretion properties. Task type varies by dataset: regression for continuous measurements (e.g., permeability, clearance, half-life) or binary classification for categorical outcomes (e.g., BBB penetration, CYP inhibition). For this dataset (solubility_aqsoldb), we predict Y. (1) The compound is C=C[Si](C)(OC)OC. The Y is 0.578 log mol/L. (2) The molecule is COc1ccc2c3c1OC1C(OC(C)=O)CCC4C(C2)N(C)CCC341. The Y is -1.75 log mol/L. (3) The molecule is Clc1cc(Cl)c(-c2cc(Cl)c(Cl)c(Cl)c2Cl)c(Cl)c1. The Y is -8.68 log mol/L.